Dataset: Forward reaction prediction with 1.9M reactions from USPTO patents (1976-2016). Task: Predict the product of the given reaction. (1) Given the reactants [CH3:1][C:2]1[CH:41]=[C:40]([CH3:42])[CH:39]=[CH:38][C:3]=1[C:4]([O:6][CH2:7][C:8]1[CH:13]=[CH:12][C:11]([CH:14]([CH2:28][N:29](C(OC(C)(C)C)=O)[CH3:30])[C:15]([NH:17][C:18]2[CH:19]=[C:20]3[C:25](=[CH:26][CH:27]=2)[CH:24]=[N:23][CH:22]=[CH:21]3)=[O:16])=[CH:10][CH:9]=1)=[O:5].Cl, predict the reaction product. The product is: [CH3:1][C:2]1[CH:41]=[C:40]([CH3:42])[CH:39]=[CH:38][C:3]=1[C:4]([O:6][CH2:7][C:8]1[CH:9]=[CH:10][C:11]([CH:14]([CH2:28][NH:29][CH3:30])[C:15]([NH:17][C:18]2[CH:19]=[C:20]3[C:25](=[CH:26][CH:27]=2)[CH:24]=[N:23][CH:22]=[CH:21]3)=[O:16])=[CH:12][CH:13]=1)=[O:5]. (2) Given the reactants Br[C:2]1[CH:3]=[C:4]([C:8]2[NH:17][C:16](=[O:18])[C:15]3[C:10](=[CH:11][C:12]([O:21][CH3:22])=[CH:13][C:14]=3[O:19][CH3:20])[N:9]=2)[CH:5]=[CH:6][CH:7]=1.[CH:23]([N:26]1[CH2:31][CH2:30][NH:29][CH2:28][CH2:27]1)([CH3:25])[CH3:24].CC(C)([O-])C.[K+].C1(P(C2C=CC=CC=2)C2C=CC3C(=CC=CC=3)C=2C2C3C(=CC=CC=3)C=CC=2P(C2C=CC=CC=2)C2C=CC=CC=2)C=CC=CC=1, predict the reaction product. The product is: [CH:23]([N:26]1[CH2:31][CH2:30][N:29]([C:2]2[CH:3]=[C:4]([C:8]3[NH:17][C:16](=[O:18])[C:15]4[C:10](=[CH:11][C:12]([O:21][CH3:22])=[CH:13][C:14]=4[O:19][CH3:20])[N:9]=3)[CH:5]=[CH:6][CH:7]=2)[CH2:28][CH2:27]1)([CH3:25])[CH3:24].